Task: Binary Classification. Given a miRNA mature sequence and a target amino acid sequence, predict their likelihood of interaction.. Dataset: Experimentally validated miRNA-target interactions with 360,000+ pairs, plus equal number of negative samples (1) The miRNA is hsa-miR-4322 with sequence CUGUGGGCUCAGCGCGUGGGG. The protein sequence of the target gene is METWSVEQVCSWLVEKNLGELVHRFQEEEVSGAALLALNDRMVQQLVKKIGHQAVLMDLIKKYKQNTQGLKSPENPKKAALVMQTEAARDYRDEESSSPARHGEQMPSFYPAENLDNGLIDQRVLKQRRNVKQILARSKALQWTKSYVLPEFPYDVKCMLAEQKCPDHSMRIRIIEFLQADMTKYLEGSLYPSTQQYNDVVNALLQAHPFLDEDGCGFFLWKRALKDRFKYVRRPIEDDEQVIRNKCKFGHRRGQTRKSLADIRFDEIKLVQIKEEAVCFDSELDEHIKWFQQEYVKTEK.... Result: 0 (no interaction). (2) Result: 0 (no interaction). The miRNA is hsa-miR-4785 with sequence AGAGUCGGCGACGCCGCCAGC. The protein sequence of the target gene is MPPGRWHAAYPAQAQSSRERGRLQTVKKEEEDESYTPVQAARPQTLNRPGQELFRQLFRQLRYHESSGPLETLSRLRELCRWWLRPDVLSKAQILELLVLEQFLSILPGELRVWVQLHNPESGEEAVALLEELQRDLDGTSWRDPGPAQSPDVHWMGTGALRSAQIWSLASPLRSSSALGDHLEPPYEIEARDFLAGQSDTPAAQMPALFPREGCPGDQVTPTRSLTAQLQETMTFKDVEVTFSQDEWGWLDSAQRNLYRDVMLENYRNMASLVGPFTKPALISWLEAREPWGLNMQAAQ.... (3) The miRNA is mmu-miR-143-5p with sequence GGUGCAGUGCUGCAUCUCUGG. The protein sequence of the target gene is MGFWILAILTILMYSTAAKFSKQSWGLENEALIVRCPRQGKPSYTVDWYYSQTNKSIPTQERNRVFASGQLLKFLPAAVADSGIYTCIVRSPTFNRTGYANVTIYKKQSDCNVPDYLMYSTVSGSEKNSKIYCPTIDLYNWTAPLEWFKNCQALQGSRYRAHKSFLVIDNVMTEDAGDYTCKFIHNENGANYSVTATRSFTVKDEQGFSLFPVIGAPAQNEIKEVEIGKNANLTCSACFGKGTQFLAAVLWQLNGTKITDFGEPRIQQEEGQNQSFSNGLACLDMVLRIADVKEEDLLLQ.... Result: 0 (no interaction). (4) The miRNA is hsa-miR-4526 with sequence GCUGACAGCAGGGCUGGCCGCU. The protein sequence of the target gene is MANSPDAAFSSPALLRSGSVYEPLKSINLPRPDNETLWDKLDHYYRIVKSTMLMYQSPTTGLFPTKTCGGEEKSKVHESLYCAAGAWALALAYRRIDDDKGRTHELEHSAIKCMRGILYCYMRQADKVQQFKQDPRPTTCLHSVFSVHTGDELLSYEEYGHLQINAVSLFLLYLVEMISSGLQIIYNTDEVSFIQNLVFCVERVYRVPDFGVWERGSKYNNGSTELHSSSVGLAKAALEAINGFNLFGNQGCSWSVIFVDLDAHNRNRQTLCSLLPRESRSHNTDAALLPCISYPAFALD.... Result: 0 (no interaction). (5) The miRNA is hsa-miR-6814-3p with sequence ACUCGCAUCCUUCCCUUGGCAG. The protein sequence of the target gene is MAEEAAQNISDDQERCLQAACCLSFGGELSVSTDKSWGLHLCSCSPPGGGLWVEVYANHVLLMSDGKCGCPWCALNGKAEDRESQSPSSSASRQKNIWKTTSEAALSVVNEKTQAVVNEKTQAPLDCDNSADRIPHKPFIIIARAWSSGGPRFHHRRLCATGTADSTFSALLQLQGTTSAAAPCSLKMEASCCVLRLLCCAEDVATGLLPGTVTMETPTKVARPTQTSSQRVPLWPISHFPTSPRSSHGLPPGIPRTPSFTASQSGSEILYPPTQHPPVAILARNSDNFMNPVLNCSLEV.... Result: 0 (no interaction). (6) The miRNA is hsa-miR-216a-5p with sequence UAAUCUCAGCUGGCAACUGUGA. The protein sequence of the target gene is MSSTVSYWILNSTRNSIATLQGGRRLYSRYVSNRNKLKWRLFSRVPPTLNSSPCGGFTLCKAYRHTSTEEDDFHLQLSPEQINEVLRAGETTHKILDLESRVPNSVLRFESNQLAANSPVEDRRGVASCLQTNGLMFGIFDGHGGHACAQAVSERLFYYVAVSLMSHQTLEHMEGAMESMKPLLPILHWLKHPGDSIYKDVTSVHLDHLRVYWQELLDLHMEMGLSIEEALMYSFQRLDSDISLEIQAPLEDEVTRNLSLQVAFSGATACMAHVDGIHLHVANAGDCRAILGVQEDNGMW.... Result: 1 (interaction). (7) The miRNA is hsa-miR-450b-5p with sequence UUUUGCAAUAUGUUCCUGAAUA. The protein sequence of the target gene is MQNVINTVKGKALEVAEYLTPVLKESKFKETGVITPEEFVAAGDHLVHHCPTWQWATGEELKVKAYLPTGKQFLVTKNVPCYKRCKQMEYSDELEAIIEEDDGDGGWVDTYHNTGITGITEAVKEITLENKDNIRLQDCSALCEEEEDEDEGEAADMEEYEESGLLETDEATLDTRKIVEACKAKTDAGGEDAILQTRTYDLYITYDKYYQTPRLWLFGYDEQRQPLTVEHMYEDISQDHVKKTVTIENHPHLPPPPMCSVHPCRHAEVMKKIIETVAEGGGELGVHMYLLIFLKFVQAV.... Result: 0 (no interaction). (8) The miRNA is hsa-miR-6761-3p with sequence UCCUACGCUGCUCUCUCACUCC. The protein sequence of the target gene is MSHLPMKLLRKKIEKRNLKLRQRNLKFQGASNLTLSETQNGDVSEETMGSRKVKKSKQKPMNVGLSETQNGGMSQEAVGNIKVTKSPQKSTVLTNGEAAMQSSNSESKKKKKKKRKMVNDAEPDTKKAKTENKGKSEEESAETTKETENNVEKPDNDEDESEVPSLPLGLTGAFEDTSFASLCNLVNENTLKAIKEMGFTNMTEIQHKSIRPLLEGRDLLAAAKTGSGKTLAFLIPAVELIVKLRFMPRNGTGVLILSPTRELAMQTFGVLKELMTHHVHTYGLIMGGSNRSAEAQKLGN.... Result: 0 (no interaction).